From a dataset of Reaction yield outcomes from USPTO patents with 853,638 reactions. Predict the reaction yield, written as a fraction of the theoretical maximum amount of product (1.0 means a 100% yield; for example, 0.34 means a 34% yield). (1) The reactants are [CH3:1][C:2]1[CH:11]=[CH:10][C:9]2[C:4](=[CH:5][CH:6]=[C:7]([C:12]([NH2:14])=O)[CH:8]=2)[N:3]=1.C(N(CC)CC)C.FC(F)(F)C(OC(=O)C(F)(F)F)=O.C(=O)(O)[O-].[Na+]. The catalyst is C(Cl)(Cl)Cl. The product is [CH3:1][C:2]1[CH:11]=[CH:10][C:9]2[C:4](=[CH:5][CH:6]=[C:7]([C:12]#[N:14])[CH:8]=2)[N:3]=1. The yield is 0.770. (2) The yield is 0.391. The catalyst is C(Cl)Cl.C([O-])(O)=O.[Na+]. The product is [C:6]([NH2:8])(=[O:7])[C:5]1[CH:51]=[CH:52][CH:2]=[CH:3][CH:4]=1. The reactants are Cl[C:2]1[CH:52]=[CH:51][C:5]([C:6]([NH:8]C2N(CC3CCCN3C(=O)C(C#N)=CC(OCC)(C)C)C3C=CC(CN([C@H](C(C)(C)C)C)C(=O)OC(C)(C)C)=CC=3N=2)=[O:7])=[CH:4][CH:3]=1.C(O)(C(F)(F)F)=O.